Dataset: Forward reaction prediction with 1.9M reactions from USPTO patents (1976-2016). Task: Predict the product of the given reaction. (1) The product is: [CH3:1][O:2][C:3]([C@H:5]1[C@H:9]([NH:10][C:11]([O:13][C:14]([CH3:17])([CH3:16])[CH3:15])=[O:12])[CH2:8][N:7]([CH2:19][C:20]2[C:29]3[C:24](=[CH:25][CH:26]=[CH:27][CH:28]=3)[CH:23]=[CH:22][CH:21]=2)[CH2:6]1)=[O:4]. Given the reactants [CH3:1][O:2][C:3]([C@H:5]1[C@H:9]([NH:10][C:11]([O:13][C:14]([CH3:17])([CH3:16])[CH3:15])=[O:12])[CH2:8][NH:7][CH2:6]1)=[O:4].Cl[CH2:19][C:20]1[C:29]2[C:24](=[CH:25][CH:26]=[CH:27][CH:28]=2)[CH:23]=[CH:22][CH:21]=1.N1C=CC=CC=1, predict the reaction product. (2) Given the reactants [Cl:1][C:2]1[N:3]=[CH:4][C:5]([CH2:8]O)=[N:6][CH:7]=1.[C:10]([CH:15]=P(C1C=CC=CC=1)(C1C=CC=CC=1)C1C=CC=CC=1)([O:12][CH2:13][CH3:14])=[O:11], predict the reaction product. The product is: [Cl:1][C:2]1[N:3]=[CH:4][C:5](/[CH:8]=[CH:15]/[C:10]([O:12][CH2:13][CH3:14])=[O:11])=[N:6][CH:7]=1. (3) Given the reactants [F:1][C:2]1[CH:7]=[CH:6][C:5]([CH2:8][C:9]2[CH:18]=[C:17]3[C:12]([C:13]([OH:25])=[C:14]([C:20](OCC)=[O:21])[C:15](=[O:19])[NH:16]3)=[N:11][CH:10]=2)=[CH:4][CH:3]=1.[CH2:26]([O:28][CH2:29][CH2:30][NH2:31])[CH3:27], predict the reaction product. The product is: [CH2:26]([O:28][CH2:29][CH2:30][NH:31][C:20]([C:14]1[C:15](=[O:19])[NH:16][C:17]2[C:12]([C:13]=1[OH:25])=[N:11][CH:10]=[C:9]([CH2:8][C:5]1[CH:6]=[CH:7][C:2]([F:1])=[CH:3][CH:4]=1)[CH:18]=2)=[O:21])[CH3:27]. (4) Given the reactants Cl.[CH3:2][C@@:3]([C:7]([O:9][CH3:10])=[O:8])([CH2:5][OH:6])[NH2:4].[CH3:11][C:12]([O:15][C:16](O[C:16]([O:15][C:12]([CH3:14])([CH3:13])[CH3:11])=[O:17])=[O:17])([CH3:14])[CH3:13], predict the reaction product. The product is: [C:12]([O:15][C:16]([NH:4][C@:3]([CH3:2])([C:7]([O:9][CH3:10])=[O:8])[CH2:5][OH:6])=[O:17])([CH3:14])([CH3:13])[CH3:11]. (5) Given the reactants [Br:1][C:2]1[CH:3]=[C:4]([NH:23]CC2C=CC=CN=2)[CH:5]=[C:6]2[C:11]=1[N:10]=[CH:9][C:8]([C:12]#[N:13])=[C:7]2[NH:14][C:15]1[CH:20]=[CH:19][C:18]([F:21])=[C:17]([Cl:22])[CH:16]=1.[CH:31]([C:34]1[N:35]=[CH:36][NH:37][C:38]=1[CH:39]=O)([CH3:33])[CH3:32].[BH3-]C#N.[Na+], predict the reaction product. The product is: [Br:1][C:2]1[CH:3]=[C:4]([NH:23][CH2:39][C:38]2[NH:37][CH:36]=[N:35][C:34]=2[CH:31]([CH3:33])[CH3:32])[CH:5]=[C:6]2[C:11]=1[N:10]=[CH:9][C:8]([C:12]#[N:13])=[C:7]2[NH:14][C:15]1[CH:20]=[CH:19][C:18]([F:21])=[C:17]([Cl:22])[CH:16]=1.